This data is from Forward reaction prediction with 1.9M reactions from USPTO patents (1976-2016). The task is: Predict the product of the given reaction. (1) Given the reactants [NH3:1].[Br:2][C:3]1[N:4]=[C:5]([CH:13]2[CH2:16][C:15]([CH3:18])([OH:17])[CH2:14]2)[N:6]2[CH:11]=[CH:10][N:9]=[C:8](Cl)[C:7]=12, predict the reaction product. The product is: [NH2:1][C:11]1[N:6]2[C:5]([CH:13]3[CH2:16][C:15]([CH3:18])([OH:17])[CH2:14]3)=[N:4][C:3]([Br:2])=[C:7]2[CH:8]=[N:9][CH:10]=1. (2) Given the reactants [Cl:1][C:2]1[CH:10]=[C:9]2[C:5]([CH:6]=[CH:7][NH:8]2)=[CH:4][CH:3]=1.C([BH3-])#N.[Na+], predict the reaction product. The product is: [Cl:1][C:2]1[CH:10]=[C:9]2[C:5]([CH2:6][CH2:7][NH:8]2)=[CH:4][CH:3]=1. (3) Given the reactants [F:1][C:2]([F:14])([F:13])[O:3][C:4]1[CH:12]=[CH:11][C:7]([C:8](Cl)=[O:9])=[CH:6][CH:5]=1.Cl[C:16]1[CH:17]=[C:18]([NH:24][NH2:25])[CH:19]=[CH:20][C:21]=1[O:22][CH3:23].N1C=CC=[CH:28][CH:27]=1, predict the reaction product. The product is: [CH:27](=[N:25][N:24]([C:18]1[CH:19]=[CH:20][C:21]([O:22][CH3:23])=[CH:16][CH:17]=1)[C:8](=[O:9])[C:7]1[CH:11]=[CH:12][C:4]([O:3][C:2]([F:14])([F:13])[F:1])=[CH:5][CH:6]=1)[CH3:28]. (4) Given the reactants [CH2:1]([O:8][C:9]([NH:11][C@H:12]([C:19]1[CH:20]=[C:21]([NH:25][C:26]([O:28][CH2:29][CH2:30][C:31]2[CH:36]=[CH:35][C:34](B(O)O)=[CH:33][C:32]=2[CH3:40])=[O:27])[CH:22]=[CH:23][CH:24]=1)[CH2:13][C:14]([O:16][CH2:17][CH3:18])=[O:15])=[O:10])[C:2]1[CH:7]=[CH:6][CH:5]=[CH:4][CH:3]=1.[NH2:41][C:42]1[CH:43]=[C:44]2[C:49](=[CH:50][CH:51]=1)[C:48]([N:52]([C:60]([O:62][C:63]([CH3:66])([CH3:65])[CH3:64])=[O:61])[C:53]([O:55][C:56]([CH3:59])([CH3:58])[CH3:57])=[O:54])=[N:47][CH:46]=[CH:45]2.O.[C:68]([OH:72])(=[O:71])[CH:69]=O, predict the reaction product. The product is: [CH2:1]([O:8][C:9]([NH:11][C@H:12]([C:19]1[CH:20]=[C:21]([NH:25][C:26]([O:28][CH2:29][CH2:30][C:31]2[CH:36]=[CH:35][C:34]([CH:69]([NH:41][C:42]3[CH:43]=[C:44]4[C:49](=[CH:50][CH:51]=3)[C:48]([N:52]([C:53]([O:55][C:56]([CH3:57])([CH3:58])[CH3:59])=[O:54])[C:60]([O:62][C:63]([CH3:66])([CH3:65])[CH3:64])=[O:61])=[N:47][CH:46]=[CH:45]4)[C:68]([OH:72])=[O:71])=[CH:33][C:32]=2[CH3:40])=[O:27])[CH:22]=[CH:23][CH:24]=1)[CH2:13][C:14]([O:16][CH2:17][CH3:18])=[O:15])=[O:10])[C:2]1[CH:7]=[CH:6][CH:5]=[CH:4][CH:3]=1. (5) Given the reactants COC1C=CC(C[N:8]2[C:12]3=[N:13][CH:14]=[C:15]4[C:19](=[O:20])[N:18]([CH2:21][CH2:22][C:23]5[CH:28]=[CH:27][CH:26]=[CH:25][CH:24]=5)[C:17](=[O:29])[C:16]4=[C:11]3[CH:10]=[N:9]2)=CC=1, predict the reaction product. The product is: [CH2:21]([N:18]1[C:19](=[O:20])[C:15]2[C:16](=[C:11]3[CH:10]=[N:9][NH:8][C:12]3=[N:13][CH:14]=2)[C:17]1=[O:29])[CH2:22][C:23]1[CH:24]=[CH:25][CH:26]=[CH:27][CH:28]=1. (6) Given the reactants [Br:1][C:2]1[C:9]([O:10][CH3:11])=[CH:8][C:5]([CH:6]=[O:7])=[C:4]([N+:12]([O-:14])=[O:13])[CH:3]=1.[C:15]1([Mg]Br)[CH:20]=[CH:19][CH:18]=[CH:17][CH:16]=1, predict the reaction product. The product is: [Br:1][C:2]1[C:9]([O:10][CH3:11])=[CH:8][C:5]([CH:6]([C:15]2[CH:20]=[CH:19][CH:18]=[CH:17][CH:16]=2)[OH:7])=[C:4]([N+:12]([O-:14])=[O:13])[CH:3]=1. (7) The product is: [F:1][C:2]1[CH:3]=[C:4]2[C:8](=[CH:9][CH:10]=1)[NH:7][C:6]([C:11]1[CH:12]=[C:13]([NH:17][C:29]3[CH:28]=[CH:27][C:22]([C:23]([O:25][CH3:26])=[O:24])=[CH:21][CH:20]=3)[CH:14]=[N:15][CH:16]=1)=[CH:5]2. Given the reactants [F:1][C:2]1[CH:3]=[C:4]2[C:8](=[CH:9][CH:10]=1)[NH:7][C:6]([C:11]1[CH:12]=[C:13]([NH2:17])[CH:14]=[N:15][CH:16]=1)=[CH:5]2.CO[C:20]1[CH:21]=[C:22]([CH:27]=[CH:28][C:29]=1OS(C(F)(F)F)(=O)=O)[C:23]([O:25][CH3:26])=[O:24].CC(C)([O-])C.[K+], predict the reaction product.